From a dataset of Reaction yield outcomes from USPTO patents with 853,638 reactions. Predict the reaction yield, written as a fraction of the theoretical maximum amount of product (1.0 means a 100% yield; for example, 0.34 means a 34% yield). (1) The reactants are CS[C:3]1[N:8]=[C:7]([NH:9][C@H:10]2[CH2:15][CH2:14][C@H:13]([OH:16])[CH2:12][CH2:11]2)[C:6]([C:17]2[CH:22]=[CH:21][CH:20]=[CH:19][N:18]=2)=[CH:5][N:4]=1.C1C=C(Cl)C=C(C(OO)=O)C=1.[CH3:34][NH2:35]. The catalyst is C1COCC1. The product is [CH3:34][NH:35][C:3]1[N:8]=[C:7]([NH:9][C@H:10]2[CH2:15][CH2:14][C@H:13]([OH:16])[CH2:12][CH2:11]2)[C:6]([C:17]2[CH:22]=[CH:21][CH:20]=[CH:19][N:18]=2)=[CH:5][N:4]=1. The yield is 0.800. (2) The reactants are [Cl:1][C:2]1[CH:7]=[C:6]([Cl:8])[CH:5]=[CH:4][C:3]=1[C:9]1[CH:14]=[CH:13][N:12]=[C:11](OS(C(F)(F)F)(=O)=O)[C:10]=1[N+:23]([O-:25])=[O:24].Cl.[CH3:27][O:28][CH2:29][CH:30]([NH2:33])[CH2:31][CH3:32]. The yield is 0.790. No catalyst specified. The product is [Cl:1][C:2]1[CH:7]=[C:6]([Cl:8])[CH:5]=[CH:4][C:3]=1[C:9]1[CH:14]=[CH:13][N:12]=[C:11]([NH:33][CH:30]([CH2:29][O:28][CH3:27])[CH2:31][CH3:32])[C:10]=1[N+:23]([O-:25])=[O:24]. (3) No catalyst specified. The reactants are [C:1]1(=O)[O:5][CH2:4][CH2:3][CH2:2]1.[NH2:7][CH2:8][CH2:9][CH2:10][OH:11]. The yield is 0.170. The product is [OH:11][CH2:10][CH2:9][CH2:8][N:7]1[CH2:1][CH2:2][CH2:3][C:4]1=[O:5]. (4) The reactants are [Cl:1][C:2]1[CH:3]=[CH:4][C:5]([CH:8]=[O:9])=[N:6][CH:7]=1.[F:10][C:11]([Si](C)(C)C)([F:13])[F:12].CCCC[N+](CCCC)(CCCC)CCCC.[F-]. The catalyst is C1COCC1.O.CCOC(C)=O.CCCC[N+](CCCC)(CCCC)CCCC.[F-]. The product is [Cl:1][C:2]1[CH:3]=[CH:4][C:5]([CH:8]([OH:9])[C:11]([F:13])([F:12])[F:10])=[N:6][CH:7]=1. The yield is 0.850. (5) The catalyst is ClCCl. The yield is 0.110. The product is [Cl:26][C:23]1[S:22][C:21]([S:18]([NH:17][C@@H:14]([CH:11]2[CH2:10][CH2:9][NH:8][CH2:13][CH2:12]2)[CH2:15][OH:16])(=[O:19])=[O:20])=[CH:25][CH:24]=1. The reactants are C(OC([N:8]1[CH2:13][CH2:12][CH:11]([CH:14]([NH:17][S:18]([C:21]2[S:22][C:23]([Cl:26])=[CH:24][CH:25]=2)(=[O:20])=[O:19])[CH2:15][OH:16])[CH2:10][CH2:9]1)=O)(C)(C)C.FC(F)(F)C(O)=O.